Dataset: Forward reaction prediction with 1.9M reactions from USPTO patents (1976-2016). Task: Predict the product of the given reaction. Given the reactants [Cl:1][C:2]1[CH:3]=[CH:4][C:5]([C:8]2[CH2:9][CH2:10][NH:11][CH2:12][CH:13]=2)=[N:6][CH:7]=1.[H][H], predict the reaction product. The product is: [Cl:1][C:2]1[CH:3]=[CH:4][C:5]([CH:8]2[CH2:9][CH2:10][NH:11][CH2:12][CH2:13]2)=[N:6][CH:7]=1.